Dataset: Catalyst prediction with 721,799 reactions and 888 catalyst types from USPTO. Task: Predict which catalyst facilitates the given reaction. (1) Reactant: [Cl:1][C:2]1[N:10]=[C:9]2[C:5]([N:6]=[CH:7][N:8]2[CH3:11])=[C:4]([N:12]2[CH2:17][CH2:16][O:15][CH2:14][CH2:13]2)[N:3]=1.[Br:18]N1C(=O)CCC1=O. Product: [Br:18][C:7]1[N:8]([CH3:11])[C:9]2[C:5]([N:6]=1)=[C:4]([N:12]1[CH2:17][CH2:16][O:15][CH2:14][CH2:13]1)[N:3]=[C:2]([Cl:1])[N:10]=2. The catalyst class is: 10. (2) Product: [C:8]([O:22][C:21]([N:28]1[CH2:30][CH:10]=[C:11]([C:7]2[CH:16]=[C:15]([F:17])[CH:14]=[C:13]3[C:8]=2[CH:9]=[CH:10][C:11]([CH3:18])=[N:12]3)[CH2:18][CH2:27]1)=[O:24])([CH3:13])([CH3:9])[CH3:7]. The catalyst class is: 140. Reactant: FC(F)(F)S(O[C:7]1[CH:16]=[C:15]([F:17])[CH:14]=[C:13]2[C:8]=1[CH:9]=[CH:10][C:11]([CH3:18])=[N:12]2)(=O)=O.[C:21](=[O:24])([O-])[O-:22].[K+].[K+].[CH3:27][N:28]([CH:30]=O)C. (3) Reactant: [CH3:1][C:2]1[CH:3]=[N:4][C:5]([CH2:11][S+:12]([O-:24])[C:13]2[NH:14][C:15]3[CH:16]=[CH:17][C:18]([O:22][CH3:23])=[CH:19][C:20]=3[N:21]=2)=[C:6]([CH3:10])[C:7]=1[O:8][CH3:9].O1CCCC1.[OH-].[Na+:31]. Product: [CH3:1][C:2]1[CH:3]=[N:4][C:5]([CH2:11][S+:12]([O-:24])[C:13]2[N-:14][C:15]3[CH:16]=[CH:17][C:18]([O:22][CH3:23])=[CH:19][C:20]=3[N:21]=2)=[C:6]([CH3:10])[C:7]=1[O:8][CH3:9].[Na+:31]. The catalyst class is: 6. (4) Reactant: C[O:2][C:3]([C:5]12[CH2:10][C:9]1([C:11](=[O:28])[NH:12][C:13]1[S:17][C:16]3[CH2:18][CH2:19][CH2:20][CH2:21][C:15]=3[C:14]=1[C:22]1[O:26][N:25]=[C:24]([CH3:27])[N:23]=1)[CH2:8][CH2:7][CH2:6]2)=[O:4].O.Cl.CCOC(C)=O. Product: [CH3:27][C:24]1[N:23]=[C:22]([C:14]2[C:15]3[CH2:21][CH2:20][CH2:19][CH2:18][C:16]=3[S:17][C:13]=2[NH:12][C:11]([C:9]23[CH2:10][C:5]2([C:3]([OH:4])=[O:2])[CH2:6][CH2:7][CH2:8]3)=[O:28])[O:26][N:25]=1. The catalyst class is: 12. (5) Reactant: [C:1]([O:5][C:6]([CH2:8][O:9][CH2:10][CH2:11][CH2:12][C:13]1[CH:38]=[CH:37][C:16]([C:17]([CH3:36])([CH2:34][NH2:35])[N:18]2[C:26](=[O:27])[NH:25][C:24]3[C:19]2=[N:20][C:21]([O:29][CH2:30][CH2:31][O:32][CH3:33])=[N:22][C:23]=3[NH2:28])=[CH:15][CH:14]=1)=[O:7])(C)(C)C.Cl.O1CCOCC1.C(Cl)(Cl)Cl. Product: [CH3:1][O:5][C:6]([CH2:8][O:9][CH2:10][CH2:11][CH2:12][C:13]1[CH:38]=[CH:37][C:16]([C:17]([CH3:36])([CH2:34][NH2:35])[N:18]2[C:26](=[O:27])[NH:25][C:24]3[C:19]2=[N:20][C:21]([O:29][CH2:30][CH2:31][O:32][CH3:33])=[N:22][C:23]=3[NH2:28])=[CH:15][CH:14]=1)=[O:7]. The catalyst class is: 5. (6) Reactant: [Br:1]Br.[CH3:3][C:4]1[N:9]=[C:8]([NH2:10])[C:7]([C:11]([F:14])([F:13])[F:12])=[CH:6][CH:5]=1. Product: [Br:1][C:5]1[CH:6]=[C:7]([C:11]([F:14])([F:12])[F:13])[C:8]([NH2:10])=[N:9][C:4]=1[CH3:3]. The catalyst class is: 55. (7) Reactant: Br[C:2]1[C:3]([O:9][CH3:10])=[N:4][CH:5]=[C:6]([F:8])[CH:7]=1.[C:11]([C:14]1[CH:19]=[CH:18][C:17](B(O)O)=[CH:16][CH:15]=1)(=[O:13])[CH3:12].C(=O)([O-])[O-].[Na+].[Na+]. Product: [F:8][C:6]1[CH:7]=[C:2]([C:17]2[CH:18]=[CH:19][C:14]([C:11](=[O:13])[CH3:12])=[CH:15][CH:16]=2)[C:3]([O:9][CH3:10])=[N:4][CH:5]=1. The catalyst class is: 276.